This data is from Full USPTO retrosynthesis dataset with 1.9M reactions from patents (1976-2016). The task is: Predict the reactants needed to synthesize the given product. (1) Given the product [O:10]1[CH2:14][CH2:13][O:12][CH:11]1[CH2:15][C:16]1[CH:17]=[C:18]([CH:29]=[CH:30][CH:31]=1)[CH2:19][O:20][C:21]1[CH:22]=[C:23]([CH:24]([C:4]2[CH:5]=[CH:6][CH:7]=[C:2]([F:1])[CH:3]=2)[OH:25])[CH:26]=[CH:27][CH:28]=1, predict the reactants needed to synthesize it. The reactants are: [F:1][C:2]1[CH:3]=[C:4]([Mg]Br)[CH:5]=[CH:6][CH:7]=1.[O:10]1[CH2:14][CH2:13][O:12][CH:11]1[CH2:15][C:16]1[CH:17]=[C:18]([CH:29]=[CH:30][CH:31]=1)[CH2:19][O:20][C:21]1[CH:22]=[C:23]([CH:26]=[CH:27][CH:28]=1)[CH:24]=[O:25].O1CCOC1CCCCCCCCOC1C=C(C=CC=1)C=O. (2) Given the product [C:1]1([OH:7])[CH:6]=[CH:5][CH:4]=[CH:3][CH:2]=1.[CH:8]([Cl:11])([Cl:10])[Cl:9], predict the reactants needed to synthesize it. The reactants are: [C:1]1([OH:7])[CH:6]=[CH:5][CH:4]=[CH:3][CH:2]=1.[CH:8]([Cl:11])([Cl:10])[Cl:9]. (3) Given the product [OH:13][CH:4]([C:5]1[CH:12]=[CH:11][C:8]([CH:9]=[O:10])=[CH:7][CH:6]=1)[CH2:16][CH2:17][CH2:18][CH2:19][CH3:20], predict the reactants needed to synthesize it. The reactants are: C(O[CH:4]([O:13]CC)[C:5]1[CH:12]=[CH:11][C:8]([CH:9]=[O:10])=[CH:7][CH:6]=1)C.[CH2:16]([Mg]Br)[CH2:17][CH2:18][CH2:19][CH3:20].[NH4+].[Cl-].